Dataset: Forward reaction prediction with 1.9M reactions from USPTO patents (1976-2016). Task: Predict the product of the given reaction. (1) Given the reactants [C:1]([O:5][C:6](=[O:33])[NH:7][C@@H:8]1[CH2:12][CH2:11][N:10]([C:13]([C:15]2[CH:23]=[C:22]3[C:18]([C:19]4([CH2:32][CH2:31]4)[CH2:20][N:21]3[C:24]3[N:29]=[CH:28][C:27](Br)=[CH:26][N:25]=3)=[CH:17][CH:16]=2)=[O:14])[CH2:9]1)([CH3:4])([CH3:3])[CH3:2].[CH3:34][C:35]1([CH3:51])[C:39]([CH3:41])([CH3:40])[O:38][B:37]([B:37]2[O:38][C:39]([CH3:41])([CH3:40])[C:35]([CH3:51])([CH3:34])[O:36]2)[O:36]1.CC([O-])=O.[K+], predict the reaction product. The product is: [C:1]([O:5][C:6](=[O:33])[NH:7][C@@H:8]1[CH2:12][CH2:11][N:10]([C:13]([C:15]2[CH:23]=[C:22]3[C:18]([C:19]4([CH2:32][CH2:31]4)[CH2:20][N:21]3[C:24]3[N:29]=[CH:28][C:27]([B:37]4[O:38][C:39]([CH3:41])([CH3:40])[C:35]([CH3:51])([CH3:34])[O:36]4)=[CH:26][N:25]=3)=[CH:17][CH:16]=2)=[O:14])[CH2:9]1)([CH3:4])([CH3:3])[CH3:2]. (2) Given the reactants C([O:8][C:9](=[O:42])[CH2:10][CH2:11][C@H:12]([NH:24][C:25](=[O:41])[C@@H:26]([NH:31][C:32](=[O:40])[C:33]1[CH:38]=[CH:37][CH:36]=[C:35]([CH3:39])[CH:34]=1)[CH2:27][CH:28]([CH3:30])[CH3:29])[CH2:13][N:14]1[C:22]2[C:17](=[CH:18][C:19]([F:23])=[CH:20][CH:21]=2)[CH2:16][CH2:15]1)C1C=CC=CC=1.[H][H], predict the reaction product. The product is: [F:23][C:19]1[CH:18]=[C:17]2[C:22](=[CH:21][CH:20]=1)[N:14]([CH2:13][C@@H:12]([NH:24][C:25](=[O:41])[C@@H:26]([NH:31][C:32](=[O:40])[C:33]1[CH:38]=[CH:37][CH:36]=[C:35]([CH3:39])[CH:34]=1)[CH2:27][CH:28]([CH3:30])[CH3:29])[CH2:11][CH2:10][C:9]([OH:42])=[O:8])[CH2:15][CH2:16]2. (3) Given the reactants [CH:1]1[C:10]2[C:5](=[CH:6][CH:7]=[CH:8][CH:9]=2)[CH:4]=[CH:3][C:2]=1[CH:11]=[O:12].[OH-:13].[K+], predict the reaction product. The product is: [CH3:1][C:2]([CH3:11])([CH2:3][OH:13])[CH:11]([C:2]1[CH:3]=[CH:4][C:5]2[C:10](=[CH:9][CH:8]=[CH:7][CH:6]=2)[CH:1]=1)[OH:12]. (4) Given the reactants Cl.[Cl:2][CH2:3][CH2:4][N:5]([CH2:13][CH2:14][Cl:15])[C:6]1[CH:11]=[CH:10][C:9]([NH2:12])=[CH:8][CH:7]=1.C(N(CC)CC)C.[N+:23]([C:26]1[CH:27]=[C:28]([N:32]=[C:33]=[O:34])[CH:29]=[CH:30][CH:31]=1)([O-:25])=[O:24], predict the reaction product. The product is: [Cl:2][CH2:3][CH2:4][N:5]([CH2:13][CH2:14][Cl:15])[C:6]1[CH:11]=[CH:10][C:9]([NH:12][C:33]([NH:32][C:28]2[CH:29]=[CH:30][CH:31]=[C:26]([N+:23]([O-:25])=[O:24])[CH:27]=2)=[O:34])=[CH:8][CH:7]=1. (5) Given the reactants [Cl:1][CH2:2][CH2:3][CH2:4][O:5][C:6]1[CH:11]=[CH:10][C:9]([C:12]2[CH:17]=[CH:16][C:15]([C:18](Cl)=[O:19])=[CH:14][CH:13]=2)=[CH:8][CH:7]=1.[NH:21]1[CH2:25][CH2:24][CH2:23][CH2:22]1, predict the reaction product. The product is: [Cl:1][CH2:2][CH2:3][CH2:4][O:5][C:6]1[CH:11]=[CH:10][C:9]([C:12]2[CH:17]=[CH:16][C:15]([C:18]([N:21]3[CH2:25][CH2:24][CH2:23][CH2:22]3)=[O:19])=[CH:14][CH:13]=2)=[CH:8][CH:7]=1.